Dataset: Full USPTO retrosynthesis dataset with 1.9M reactions from patents (1976-2016). Task: Predict the reactants needed to synthesize the given product. (1) Given the product [Cl:1][C:2]1[CH:7]=[C:6]([O:8][C:9]2[C:18]3[C:13](=[CH:14][C:15]([O:21][CH2:36][CH2:37][CH2:38][OH:39])=[C:16]([O:19][CH3:20])[CH:17]=3)[N:12]=[CH:11][N:10]=2)[CH:5]=[CH:4][C:3]=1[NH:22][C:23]([NH:25][CH2:26][CH2:27][CH3:28])=[O:24], predict the reactants needed to synthesize it. The reactants are: [Cl:1][C:2]1[CH:7]=[C:6]([O:8][C:9]2[C:18]3[C:13](=[CH:14][C:15]([OH:21])=[C:16]([O:19][CH3:20])[CH:17]=3)[N:12]=[CH:11][N:10]=2)[CH:5]=[CH:4][C:3]=1[NH:22][C:23]([NH:25][CH2:26][CH2:27][CH3:28])=[O:24].C(=O)([O-])[O-].[K+].[K+].Br[CH2:36][CH2:37][CH2:38][OH:39]. (2) Given the product [CH:16]1[C:17]2[NH:18][C:19]3[C:24](=[CH:23][CH:22]=[CH:21][CH:20]=3)[C:25]=2[C:13]([O:12][CH2:11][CH:10]([OH:26])[CH2:9][NH:8][CH2:27][CH2:28][O:29][C:30]2[CH:35]=[CH:34][CH:33]=[CH:32][C:31]=2[O:36][CH3:37])=[CH:14][CH:15]=1, predict the reactants needed to synthesize it. The reactants are: C([N:8]([CH2:27][CH2:28][O:29][C:30]1[CH:35]=[CH:34][CH:33]=[CH:32][C:31]=1[O:36][CH3:37])[CH2:9][CH:10]([OH:26])[CH2:11][O:12][C:13]1[C:25]2[C:24]3[C:19](=[CH:20][CH:21]=[CH:22][CH:23]=3)[NH:18][C:17]=2[CH:16]=[CH:15][CH:14]=1)C1C=CC=CC=1.